From a dataset of NCI-60 drug combinations with 297,098 pairs across 59 cell lines. Regression. Given two drug SMILES strings and cell line genomic features, predict the synergy score measuring deviation from expected non-interaction effect. (1) Drug 1: CCN(CC)CCCC(C)NC1=C2C=C(C=CC2=NC3=C1C=CC(=C3)Cl)OC. Drug 2: C1C(C(OC1N2C=NC3=C2NC=NCC3O)CO)O. Cell line: SW-620. Synergy scores: CSS=14.9, Synergy_ZIP=-7.85, Synergy_Bliss=-4.69, Synergy_Loewe=-11.9, Synergy_HSA=-3.66. (2) Drug 1: C1=CC(=CC=C1CC(C(=O)O)N)N(CCCl)CCCl.Cl. Drug 2: CN1C2=C(C=C(C=C2)N(CCCl)CCCl)N=C1CCCC(=O)O.Cl. Cell line: A498. Synergy scores: CSS=-0.729, Synergy_ZIP=-0.318, Synergy_Bliss=-0.935, Synergy_Loewe=-6.59, Synergy_HSA=-4.64. (3) Drug 1: C1CC(C1)(C(=O)O)C(=O)O.[NH2-].[NH2-].[Pt+2]. Drug 2: CC(C)NC(=O)C1=CC=C(C=C1)CNNC.Cl. Cell line: LOX IMVI. Synergy scores: CSS=7.30, Synergy_ZIP=-7.54, Synergy_Bliss=-8.84, Synergy_Loewe=-13.2, Synergy_HSA=-7.18. (4) Drug 1: CC(C1=C(C=CC(=C1Cl)F)Cl)OC2=C(N=CC(=C2)C3=CN(N=C3)C4CCNCC4)N. Drug 2: CCCS(=O)(=O)NC1=C(C(=C(C=C1)F)C(=O)C2=CNC3=C2C=C(C=N3)C4=CC=C(C=C4)Cl)F. Cell line: SN12C. Synergy scores: CSS=4.20, Synergy_ZIP=-0.933, Synergy_Bliss=-1.11, Synergy_Loewe=-8.10, Synergy_HSA=-2.61. (5) Drug 1: C1CCN(CC1)CCOC2=CC=C(C=C2)C(=O)C3=C(SC4=C3C=CC(=C4)O)C5=CC=C(C=C5)O. Drug 2: CC(C1=C(C=CC(=C1Cl)F)Cl)OC2=C(N=CC(=C2)C3=CN(N=C3)C4CCNCC4)N. Cell line: UACC62. Synergy scores: CSS=5.65, Synergy_ZIP=-1.42, Synergy_Bliss=3.43, Synergy_Loewe=-1.01, Synergy_HSA=1.10. (6) Synergy scores: CSS=70.1, Synergy_ZIP=-4.38, Synergy_Bliss=-5.02, Synergy_Loewe=0.256, Synergy_HSA=3.95. Cell line: HT29. Drug 1: CC1C(C(CC(O1)OC2CC(CC3=C2C(=C4C(=C3O)C(=O)C5=C(C4=O)C(=CC=C5)OC)O)(C(=O)CO)O)N)O. Drug 2: C1=CC(=C(C=C1I)F)NC2=C(C=CC(=C2F)F)C(=O)NOCC(CO)O. (7) Drug 1: CCN(CC)CCNC(=O)C1=C(NC(=C1C)C=C2C3=C(C=CC(=C3)F)NC2=O)C. Drug 2: COCCOC1=C(C=C2C(=C1)C(=NC=N2)NC3=CC=CC(=C3)C#C)OCCOC.Cl. Cell line: HCC-2998. Synergy scores: CSS=20.1, Synergy_ZIP=-7.31, Synergy_Bliss=-2.16, Synergy_Loewe=1.43, Synergy_HSA=1.03. (8) Synergy scores: CSS=21.5, Synergy_ZIP=-4.76, Synergy_Bliss=-7.13, Synergy_Loewe=-33.9, Synergy_HSA=-17.1. Cell line: K-562. Drug 2: C1=NC(=NC(=O)N1C2C(C(C(O2)CO)O)O)N. Drug 1: CC12CCC3C(C1CCC2O)C(CC4=C3C=CC(=C4)O)CCCCCCCCCS(=O)CCCC(C(F)(F)F)(F)F.